Dataset: Catalyst prediction with 721,799 reactions and 888 catalyst types from USPTO. Task: Predict which catalyst facilitates the given reaction. (1) Reactant: [C:1]1([CH:7]([C:10]2[CH:15]=[CH:14][CH:13]=[CH:12][CH:11]=2)[C:8]#[N:9])[CH:6]=[CH:5][CH:4]=[CH:3][CH:2]=1.CC([O-])(C)C.[K+].[CH2:22]([N:24]1[CH2:28][CH2:27][C@H:26](C2C=C(C)C=CC=2S([O-])(=O)=O)[CH2:25]1)[CH3:23]. Product: [CH2:22]([N:24]1[CH2:28][CH2:27][C@H:26]([C:7]([C:1]2[CH:2]=[CH:3][CH:4]=[CH:5][CH:6]=2)([C:10]2[CH:11]=[CH:12][CH:13]=[CH:14][CH:15]=2)[C:8]#[N:9])[CH2:25]1)[CH3:23]. The catalyst class is: 11. (2) Reactant: [OH-].[Li+].[CH3:3][N:4]([CH3:25])[C:5](=[O:24])[CH2:6][N:7]1[C:11]2[CH:12]=[C:13]([CH3:17])[CH:14]=[C:15]([CH3:16])[C:10]=2[N:9]([CH2:18][C:19]([O:21]C)=[O:20])[C:8]1=[O:23]. Product: [CH3:25][N:4]([CH3:3])[C:5](=[O:24])[CH2:6][N:7]1[C:11]2[CH:12]=[C:13]([CH3:17])[CH:14]=[C:15]([CH3:16])[C:10]=2[N:9]([CH2:18][C:19]([OH:21])=[O:20])[C:8]1=[O:23]. The catalyst class is: 20. (3) Product: [CH:1]1([CH2:7][CH:8]([C:17]([N:19]2[CH:23]([CH:24]([CH3:25])[CH3:26])[CH2:22][O:21][C:20]2=[O:27])=[O:18])[CH2:9][C:10]([OH:12])=[O:11])[CH2:6][CH2:5][CH2:4][CH2:3][CH2:2]1. Reactant: [CH:1]1([CH2:7][CH:8]([C:17]([N:19]2[CH:23]([CH:24]([CH3:26])[CH3:25])[CH2:22][O:21][C:20]2=[O:27])=[O:18])[CH2:9][C:10]([O:12]C(C)(C)C)=[O:11])[CH2:6][CH2:5][CH2:4][CH2:3][CH2:2]1.FC(F)(F)C(O)=O. The catalyst class is: 2. (4) Reactant: [C:1]([O:5][C:6]([NH:8][C@@H:9]([CH2:13][C:14]1[CH:19]=[CH:18][C:17]([OH:20])=[C:16]([I:21])[CH:15]=1)[C:10]([OH:12])=[O:11])=[O:7])([CH3:4])([CH3:3])[CH3:2].CCN(C(C)C)C(C)C.[CH2:31](Br)[C:32]1[CH:37]=[CH:36][CH:35]=[CH:34][CH:33]=1.CCCCCC.CCOC(C)=O. Product: [CH2:31]([O:11][C:10](=[O:12])[C@@H:9]([NH:8][C:6]([O:5][C:1]([CH3:4])([CH3:2])[CH3:3])=[O:7])[CH2:13][C:14]1[CH:19]=[CH:18][C:17]([OH:20])=[C:16]([I:21])[CH:15]=1)[C:32]1[CH:37]=[CH:36][CH:35]=[CH:34][CH:33]=1. The catalyst class is: 25.